Predict the reaction yield, written as a fraction of the theoretical maximum amount of product (1.0 means a 100% yield; for example, 0.34 means a 34% yield). From a dataset of Reaction yield outcomes from USPTO patents with 853,638 reactions. The catalyst is C1COCC1. The yield is 0.510. The product is [OH:1][C:2]1[CH:7]=[CH:6][C:5]([C:8]2[CH:13]=[CH:12][CH:11]=[C:10]([CH2:14][CH:15]3[C:22]4[CH:21]=[C:20]([C:23]([OH:25])=[O:24])[NH:19][C:18]=4[CH2:17][CH2:16]3)[CH:9]=2)=[CH:4][CH:3]=1. The reactants are [OH:1][C:2]1[CH:7]=[CH:6][C:5]([C:8]2[CH:13]=[CH:12][CH:11]=[C:10]([CH2:14][CH:15]3[C:22]4[CH:21]=[C:20]([C:23]([O:25]C)=[O:24])[NH:19][C:18]=4[CH2:17][CH2:16]3)[CH:9]=2)=[CH:4][CH:3]=1.[OH-].[Li+].CO.